From a dataset of Peptide-MHC class I binding affinity with 185,985 pairs from IEDB/IMGT. Regression. Given a peptide amino acid sequence and an MHC pseudo amino acid sequence, predict their binding affinity value. This is MHC class I binding data. (1) The peptide sequence is FMTLVPVLEK. The MHC is Patr-A0101 with pseudo-sequence Patr-A0101. The binding affinity (normalized) is 0.311. (2) The peptide sequence is KAFSPEVIPMF. The MHC is HLA-B54:01 with pseudo-sequence HLA-B54:01. The binding affinity (normalized) is 0. (3) The peptide sequence is KQWGWFALL. The MHC is HLA-A26:03 with pseudo-sequence HLA-A26:03. The binding affinity (normalized) is 0.0847. (4) The peptide sequence is QESSFVMMSA. The MHC is HLA-B40:02 with pseudo-sequence HLA-B40:02. The binding affinity (normalized) is 0.624. (5) The peptide sequence is IVLPEKDSW. The MHC is HLA-B07:02 with pseudo-sequence HLA-B07:02. The binding affinity (normalized) is 0. (6) The peptide sequence is MFTNRSGSQ. The MHC is HLA-A24:02 with pseudo-sequence HLA-A24:02. The binding affinity (normalized) is 0. (7) The MHC is HLA-A68:01 with pseudo-sequence HLA-A68:01. The peptide sequence is KQVQMMIMIK. The binding affinity (normalized) is 0.287.